From a dataset of Full USPTO retrosynthesis dataset with 1.9M reactions from patents (1976-2016). Predict the reactants needed to synthesize the given product. (1) Given the product [F:24][C:2]([F:23])([F:1])[C:3]1[CH:4]=[C:5]([C:13]2[N:17]=[CH:16][N:15](/[CH:18]=[CH:19]\[C:20]([N:28]3[CH2:29][C:26]([CH2:30][N:31]([CH3:33])[CH3:32])([F:25])[CH2:27]3)=[O:21])[N:14]=2)[CH:6]=[C:7]([C:9]([F:12])([F:11])[F:10])[CH:8]=1, predict the reactants needed to synthesize it. The reactants are: [F:1][C:2]([F:24])([F:23])[C:3]1[CH:4]=[C:5]([C:13]2[N:17]=[CH:16][N:15](/[CH:18]=[CH:19]\[C:20](O)=[O:21])[N:14]=2)[CH:6]=[C:7]([C:9]([F:12])([F:11])[F:10])[CH:8]=1.[F:25][C:26]1([CH2:30][N:31]([CH3:33])[CH3:32])[CH2:29][NH:28][CH2:27]1.C(P1(=O)OP(CCC)(=O)OP(CCC)(=O)O1)CC.CCN(C(C)C)C(C)C. (2) Given the product [Cl:29][C:30]1[CH:31]=[C:32]([NH:43][C:2]2[C:11]3[C:6](=[CH:7][C:8]4[CH:15]=[C:14]([O:16][CH2:17][CH2:18][N:19]5[CH2:20][CH2:21][O:22][CH2:23][CH2:24]5)[C:13]([O:25][CH3:26])=[CH:12][C:9]=4[CH:10]=3)[N:5]=[CH:4][C:3]=2[C:27]#[N:28])[CH:33]=[CH:34][C:35]=1[S:36][C:37]1[N:38]([CH3:42])[CH:39]=[CH:40][N:41]=1, predict the reactants needed to synthesize it. The reactants are: Cl[C:2]1[C:11]2[C:6](=[CH:7][C:8]3[CH:15]=[C:14]([O:16][CH2:17][CH2:18][N:19]4[CH2:24][CH2:23][O:22][CH2:21][CH2:20]4)[C:13]([O:25][CH3:26])=[CH:12][C:9]=3[CH:10]=2)[N:5]=[CH:4][C:3]=1[C:27]#[N:28].[Cl:29][C:30]1[CH:31]=[C:32]([NH2:43])[CH:33]=[CH:34][C:35]=1[S:36][C:37]1[N:38]([CH3:42])[CH:39]=[CH:40][N:41]=1.Cl.N1C=CC=CC=1.